From a dataset of NCI-60 drug combinations with 297,098 pairs across 59 cell lines. Regression. Given two drug SMILES strings and cell line genomic features, predict the synergy score measuring deviation from expected non-interaction effect. (1) Drug 1: C1=CN(C(=O)N=C1N)C2C(C(C(O2)CO)O)(F)F. Drug 2: CC1(CCCN1)C2=NC3=C(C=CC=C3N2)C(=O)N. Cell line: HT29. Synergy scores: CSS=50.1, Synergy_ZIP=7.26, Synergy_Bliss=6.49, Synergy_Loewe=-33.5, Synergy_HSA=3.91. (2) Synergy scores: CSS=18.5, Synergy_ZIP=1.39, Synergy_Bliss=2.69, Synergy_Loewe=-14.9, Synergy_HSA=0.266. Cell line: TK-10. Drug 1: CC1C(C(CC(O1)OC2CC(OC(C2O)C)OC3=CC4=CC5=C(C(=O)C(C(C5)C(C(=O)C(C(C)O)O)OC)OC6CC(C(C(O6)C)O)OC7CC(C(C(O7)C)O)OC8CC(C(C(O8)C)O)(C)O)C(=C4C(=C3C)O)O)O)O. Drug 2: C1C(C(OC1N2C=NC3=C2NC=NCC3O)CO)O.